Dataset: Peptide-MHC class II binding affinity with 134,281 pairs from IEDB. Task: Regression. Given a peptide amino acid sequence and an MHC pseudo amino acid sequence, predict their binding affinity value. This is MHC class II binding data. (1) The peptide sequence is YRKGLGNFVQTDRKS. The MHC is DRB1_1501 with pseudo-sequence DRB1_1501. The binding affinity (normalized) is 0.269. (2) The peptide sequence is YAAQGYKVLVLNPSVAAT. The MHC is DRB1_1501 with pseudo-sequence DRB1_1501. The binding affinity (normalized) is 0.936.